The task is: Predict which catalyst facilitates the given reaction.. This data is from Catalyst prediction with 721,799 reactions and 888 catalyst types from USPTO. (1) Reactant: [Cl:1][C:2]1[CH:7]=[CH:6][C:5]([C@H:8]([C:21]([N:23]2[CH2:28][CH2:27][N:26]([C:29]3[C:34]([C:35]4[CH:40]=[CH:39][CH:38]=[C:37]([F:41])[CH:36]=4)=[CH:33][N:32]=[C:31]4[NH:42][CH:43]=[CH:44][C:30]=34)[CH2:25][CH2:24]2)=[O:22])[CH2:9][C:10]([NH:13]C(=O)OC(C)(C)C)([CH3:12])[CH3:11])=[CH:4][CH:3]=1.C(O)(C(F)(F)F)=O.C1(N)C(F)=C(F)C(F)=C(N)C=1F.Cl.Cl. Product: [NH2:13][C:10]([CH3:12])([CH3:11])[CH2:9][C@H:8]([C:5]1[CH:4]=[CH:3][C:2]([Cl:1])=[CH:7][CH:6]=1)[C:21]([N:23]1[CH2:28][CH2:27][N:26]([C:29]2[C:34]([C:35]3[CH:40]=[CH:39][CH:38]=[C:37]([F:41])[CH:36]=3)=[CH:33][N:32]=[C:31]3[NH:42][CH:43]=[CH:44][C:30]=23)[CH2:25][CH2:24]1)=[O:22]. The catalyst class is: 2. (2) Reactant: [Br:1][C:2]1[CH:6]=[CH:5][S:4][C:3]=1[CH:7]=O.[NH:9]1[CH2:14][CH2:13][O:12][CH2:11][CH2:10]1.C(Cl)Cl.C(O[BH-](OC(=O)C)OC(=O)C)(=O)C.[Na+]. Product: [Br:1][C:2]1[CH:6]=[CH:5][S:4][C:3]=1[CH2:7][N:9]1[CH2:14][CH2:13][O:12][CH2:11][CH2:10]1. The catalyst class is: 25.